Dataset: Forward reaction prediction with 1.9M reactions from USPTO patents (1976-2016). Task: Predict the product of the given reaction. (1) Given the reactants [CH2:1]([O:3][C:4]([C:6]1[N:7]([C:26]2[CH:31]=[CH:30][C:29]([O:32][CH:33]([CH3:35])[CH3:34])=[CH:28][CH:27]=2)[C:8]2[C:13]([C:14]=1Br)=[CH:12][C:11]([C:16]1[CH:21]=[CH:20][C:19]([O:22][CH:23]([CH3:25])[CH3:24])=[CH:18][CH:17]=1)=[CH:10][CH:9]=2)=[O:5])[CH3:2].CNCCNC.[C:42]([NH2:45])(=[O:44])[CH3:43].[O-]P([O-])([O-])=O.[K+].[K+].[K+], predict the reaction product. The product is: [CH2:1]([O:3][C:4]([C:6]1[N:7]([C:26]2[CH:31]=[CH:30][C:29]([O:32][CH:33]([CH3:35])[CH3:34])=[CH:28][CH:27]=2)[C:8]2[C:13]([C:14]=1[NH:45][C:42](=[O:44])[CH3:43])=[CH:12][C:11]([C:16]1[CH:21]=[CH:20][C:19]([O:22][CH:23]([CH3:25])[CH3:24])=[CH:18][CH:17]=1)=[CH:10][CH:9]=2)=[O:5])[CH3:2]. (2) The product is: [C:32]([NH:31][C:29]1[C:28]([Br:35])=[CH:27][C:26]([F:36])=[C:14]([N:12]2[C:2]3[C:7](=[CH:6][CH:5]=[C:4]([Cl:16])[N:3]=3)[C:8](=[O:15])[CH:9]=[C:10]2[CH3:11])[CH:30]=1)(=[O:34])[CH3:33]. Given the reactants Cl[C:2]1[C:7]([C:8](=[O:15])/[CH:9]=[C:10](/[N:12]([CH3:14])C)\[CH3:11])=[CH:6][CH:5]=[C:4]([Cl:16])[N:3]=1.OC(C(F)(F)F)=O.NC1[C:26]([F:36])=[CH:27][C:28]([Br:35])=[C:29]([NH:31][C:32](=[O:34])[CH3:33])[CH:30]=1.C(=O)([O-])[O-].[K+].[K+].O, predict the reaction product. (3) Given the reactants [C:1]([CH2:4][CH2:5][CH2:6][N:7]([CH3:63])[C@H:8]([C:12]([NH:14][C@H:15]([C:19]([N:21]([C@@H:23]([C@@H:59]([CH3:62])[CH2:60][CH3:61])[C@H:24]([O:57][CH3:58])[CH2:25][C:26]([N:28]1[CH2:32][CH2:31][CH2:30][C@H:29]1[C@H:33]([O:55][CH3:56])[C@@H:34]([CH3:54])[C:35]([NH:37][C@@H:38]([CH2:47][C:48]1[CH:53]=[CH:52][CH:51]=[CH:50][CH:49]=1)[C:39]([N:41]1[CH2:46][CH2:45][CH2:44][CH2:43][O:42]1)=[O:40])=[O:36])=[O:27])[CH3:22])=[O:20])[CH:16]([CH3:18])[CH3:17])=[O:13])[CH:9]([CH3:11])[CH3:10])(O)=[O:2].F[P-](F)(F)(F)(F)F.N1(OC(N(C)C)=[N+](C)C)C2N=CC=C[C:74]=2N=N1.C(N(CC)C(C)C)(C)C.FC(F)(F)C(O)=O.[O:104]=[C:105]1[CH:109]=[CH:108][C:107](=[O:110])[N:106]1[CH2:111][CH2:112][CH2:113][CH2:114][CH2:115][C:116]([N:118](C)[NH2:119])=[O:117], predict the reaction product. The product is: [O:104]=[C:105]1[CH:109]=[CH:108][C:107](=[O:110])[N:106]1[CH2:111][CH2:112][CH2:113][CH2:114][CH2:115][C:116]([NH:118][N:119]([C:1](=[O:2])[CH2:4][CH2:5][CH2:6][N:7]([CH3:63])[C@H:8]([C:12]([NH:14][C@H:15]([C:19]([N:21]([C@@H:23]([C@@H:59]([CH3:62])[CH2:60][CH3:61])[C@H:24]([O:57][CH3:58])[CH2:25][C:26]([N:28]1[CH2:32][CH2:31][CH2:30][C@H:29]1[C@H:33]([O:55][CH3:56])[C@@H:34]([CH3:54])[C:35]([NH:37][C@@H:38]([CH2:47][C:48]1[CH:53]=[CH:52][CH:51]=[CH:50][CH:49]=1)[C:39]([N:41]1[CH2:46][CH2:45][CH2:44][CH2:43][O:42]1)=[O:40])=[O:36])=[O:27])[CH3:22])=[O:20])[CH:16]([CH3:18])[CH3:17])=[O:13])[CH:9]([CH3:11])[CH3:10])[CH3:74])=[O:117]. (4) The product is: [OH:11][CH2:10][C@H:9]([NH:8][C:6](=[O:7])[O:5][C:1]([CH3:3])([CH3:2])[CH3:4])[CH2:14][O:15][CH:16]1[CH2:21][CH2:20][CH2:19][CH2:18][O:17]1. Given the reactants [C:1]([O:5][C:6]([NH:8][C@H:9]([CH2:14][O:15][CH:16]1[CH2:21][CH2:20][CH2:19][CH2:18][O:17]1)[C:10](OC)=[O:11])=[O:7])([CH3:4])([CH3:3])[CH3:2].[BH4-].[Li+].COC1C=CC(C=O)=CC=1.[OH-].[Na+], predict the reaction product. (5) Given the reactants Cl.[F:2][C:3]1[CH:8]=[CH:7][C:6]([C:9]2[O:13][N:12]=[C:11]([C@H:14]3[CH2:19][CH2:18][CH2:17][NH:16][CH2:15]3)[N:10]=2)=[CH:5][CH:4]=1.C(N(CC)CC)C.[F:27][C:28]1[CH:36]=[CH:35][C:31]([C:32](Cl)=[O:33])=[CH:30][CH:29]=1.O, predict the reaction product. The product is: [F:27][C:28]1[CH:36]=[CH:35][C:31]([C:32]([N:16]2[CH2:17][CH2:18][CH2:19][C@H:14]([C:11]3[N:10]=[C:9]([C:6]4[CH:7]=[CH:8][C:3]([F:2])=[CH:4][CH:5]=4)[O:13][N:12]=3)[CH2:15]2)=[O:33])=[CH:30][CH:29]=1. (6) Given the reactants [C:1]1([CH2:7][CH2:8][N:9]([C@H:17]2[C:30]3[CH:29]=[C:28]4[C:23]([NH:24][C:25](=[O:31])[CH2:26][O:27]4)=[CH:22][C:21]=3[O:20][C:19]([CH3:33])([CH3:32])[C@@H:18]2[OH:34])[C:10](=[O:16])[O:11][C:12]([CH3:15])([CH3:14])[CH3:13])[CH:6]=[CH:5][CH:4]=[CH:3][CH:2]=1.[C:35](=O)([O-])[O-].[K+].[K+].CI.[Cl-].[NH4+], predict the reaction product. The product is: [C:1]1([CH2:7][CH2:8][N:9]([C@H:17]2[C:30]3[CH:29]=[C:28]4[C:23]([N:24]([CH3:35])[C:25](=[O:31])[CH2:26][O:27]4)=[CH:22][C:21]=3[O:20][C:19]([CH3:33])([CH3:32])[C@@H:18]2[OH:34])[C:10](=[O:16])[O:11][C:12]([CH3:15])([CH3:14])[CH3:13])[CH:6]=[CH:5][CH:4]=[CH:3][CH:2]=1. (7) Given the reactants O1CCOCC1.Br[C:8]1[C:12]([CH3:14])([CH3:13])[O:11]/[C:10](=[C:15]2/[C:16](=[O:25])[NH:17][C:18]3[C:23]/2=[CH:22][CH:21]=[C:20]([F:24])[CH:19]=3)/[CH:9]=1.[F:26][C:27]1[N:32]=[CH:31][C:30](B(O)O)=[CH:29][CH:28]=1.C([O-])([O-])=O.[Na+].[Na+], predict the reaction product. The product is: [F:24][C:20]1[CH:19]=[C:18]2[C:23](/[C:15](=[C:10]3\[O:11][C:12]([CH3:14])([CH3:13])[C:8]([C:30]4[CH:31]=[N:32][C:27]([F:26])=[CH:28][CH:29]=4)=[CH:9]\3)/[C:16](=[O:25])[NH:17]2)=[CH:22][CH:21]=1.